Task: Regression. Given two drug SMILES strings and cell line genomic features, predict the synergy score measuring deviation from expected non-interaction effect.. Dataset: Merck oncology drug combination screen with 23,052 pairs across 39 cell lines (1) Drug 1: C=CCn1c(=O)c2cnc(Nc3ccc(N4CCN(C)CC4)cc3)nc2n1-c1cccc(C(C)(C)O)n1. Drug 2: CNC(=O)c1cc(Oc2ccc(NC(=O)Nc3ccc(Cl)c(C(F)(F)F)c3)cc2)ccn1. Cell line: UWB1289BRCA1. Synergy scores: synergy=-4.66. (2) Drug 1: NC1(c2ccc(-c3nc4ccn5c(=O)[nH]nc5c4cc3-c3ccccc3)cc2)CCC1. Drug 2: COC1=C2CC(C)CC(OC)C(O)C(C)C=C(C)C(OC(N)=O)C(OC)C=CC=C(C)C(=O)NC(=CC1=O)C2=O. Cell line: SKOV3. Synergy scores: synergy=10.8. (3) Drug 1: CCC1=CC2CN(C1)Cc1c([nH]c3ccccc13)C(C(=O)OC)(c1cc3c(cc1OC)N(C)C1C(O)(C(=O)OC)C(OC(C)=O)C4(CC)C=CCN5CCC31C54)C2. Drug 2: Cc1nc(Nc2ncc(C(=O)Nc3c(C)cccc3Cl)s2)cc(N2CCN(CCO)CC2)n1. Cell line: VCAP. Synergy scores: synergy=-10.4. (4) Drug 1: COc1cc(C2c3cc4c(cc3C(OC3OC5COC(C)OC5C(O)C3O)C3COC(=O)C23)OCO4)cc(OC)c1O. Synergy scores: synergy=22.2. Cell line: A2058. Drug 2: O=C(NOCC(O)CO)c1ccc(F)c(F)c1Nc1ccc(I)cc1F. (5) Drug 1: O=S1(=O)NC2(CN1CC(F)(F)F)C1CCC2Cc2cc(C=CCN3CCC(C(F)(F)F)CC3)ccc2C1. Drug 2: O=P1(N(CCCl)CCCl)NCCCO1. Cell line: MSTO. Synergy scores: synergy=-6.01. (6) Drug 1: COC12C(COC(N)=O)C3=C(C(=O)C(C)=C(N)C3=O)N1CC1NC12. Drug 2: NC(=O)c1cccc2cn(-c3ccc(C4CCCNC4)cc3)nc12. Cell line: UACC62. Synergy scores: synergy=12.3. (7) Drug 1: Nc1ccn(C2OC(CO)C(O)C2(F)F)c(=O)n1. Drug 2: CS(=O)(=O)CCNCc1ccc(-c2ccc3ncnc(Nc4ccc(OCc5cccc(F)c5)c(Cl)c4)c3c2)o1. Cell line: MDAMB436. Synergy scores: synergy=5.91.